Predict the reactants needed to synthesize the given product. From a dataset of Full USPTO retrosynthesis dataset with 1.9M reactions from patents (1976-2016). (1) Given the product [CH3:6][C:3]([CH3:7])([CH2:2][N:8]1[CH2:13][CH2:12][CH2:11][CH2:10][CH2:9]1)[CH2:4][OH:5], predict the reactants needed to synthesize it. The reactants are: Br[CH2:2][C:3]([CH3:7])([CH3:6])[CH2:4][OH:5].[NH:8]1[CH2:13][CH2:12][CH2:11][CH2:10][CH2:9]1.C([O-])([O-])=O.[K+].[K+].[I-].[K+]. (2) The reactants are: [CH3:1][O:2][C:3](=[O:27])[CH2:4][CH2:5][C:6]1[CH:11]=[C:10]([Br:12])[C:9]([O:13][C:14]2[CH:19]=[C:18]([CH:20]([CH3:22])[CH3:21])[C:17]([O:23]C)=[C:16]([I:25])[CH:15]=2)=[C:8]([Br:26])[CH:7]=1.CSC.B(F)(F)F. Given the product [CH3:1][O:2][C:3](=[O:27])[CH2:4][CH2:5][C:6]1[CH:11]=[C:10]([Br:12])[C:9]([O:13][C:14]2[CH:19]=[C:18]([CH:20]([CH3:21])[CH3:22])[C:17]([OH:23])=[C:16]([I:25])[CH:15]=2)=[C:8]([Br:26])[CH:7]=1, predict the reactants needed to synthesize it. (3) Given the product [CH3:9][O:10][C:11](=[O:21])[CH:12]([C:13]1[CH:18]=[CH:17][C:16]([Cl:19])=[C:15]([Cl:20])[CH:14]=1)[CH2:23][CH:24]1[CH2:28][CH2:27][CH:26]([O:29][CH:30]2[CH2:35][CH2:34][CH2:33][CH2:32][O:31]2)[CH2:25]1, predict the reactants needed to synthesize it. The reactants are: C([N-]C(C)C)(C)C.[Li+].[CH3:9][O:10][C:11](=[O:21])[CH2:12][C:13]1[CH:18]=[CH:17][C:16]([Cl:19])=[C:15]([Cl:20])[CH:14]=1.I[CH2:23][CH:24]1[CH2:28][CH2:27][CH:26]([O:29][CH:30]2[CH2:35][CH2:34][CH2:33][CH2:32][O:31]2)[CH2:25]1. (4) Given the product [CH:8]1([C:14]2[C:24]([CH:25]([OH:26])[C:27]3[N:32]=[C:31]([C:33]([O:35][CH3:36])=[O:34])[CH:30]=[CH:29][CH:28]=3)=[C:17]3[CH:18]=[CH:19][C:20]([O:22][CH3:23])=[CH:21][N:16]3[N:15]=2)[CH2:13][CH2:12][CH2:11][CH2:10][CH2:9]1, predict the reactants needed to synthesize it. The reactants are: CO.[BH4-].[Na+].ClCCl.[CH:8]1([C:14]2[C:24]([C:25]([C:27]3[N:32]=[C:31]([C:33]([O:35][CH3:36])=[O:34])[CH:30]=[CH:29][CH:28]=3)=[O:26])=[C:17]3[CH:18]=[CH:19][C:20]([O:22][CH3:23])=[CH:21][N:16]3[N:15]=2)[CH2:13][CH2:12][CH2:11][CH2:10][CH2:9]1. (5) Given the product [CH3:37][S:38]([OH:41])(=[O:40])=[O:39].[Cl:1][C:2]1[C:7]([C:8]2[C:9](=[O:25])[N:10]([CH2:23][CH3:24])[C:11]3[C:16]([CH:17]=2)=[CH:15][N:14]=[C:13]([NH:18][CH2:19][CH2:20][O:21][CH3:22])[CH:12]=3)=[CH:6][C:5]([NH:26][C:27]([NH:29][C:30]2[CH:35]=[CH:34][CH:33]=[CH:32][CH:31]=2)=[O:28])=[C:4]([F:36])[CH:3]=1, predict the reactants needed to synthesize it. The reactants are: [Cl:1][C:2]1[C:7]([C:8]2[C:9](=[O:25])[N:10]([CH2:23][CH3:24])[C:11]3[C:16]([CH:17]=2)=[CH:15][N:14]=[C:13]([NH:18][CH2:19][CH2:20][O:21][CH3:22])[CH:12]=3)=[CH:6][C:5]([NH:26][C:27]([NH:29][C:30]2[CH:35]=[CH:34][CH:33]=[CH:32][CH:31]=2)=[O:28])=[C:4]([F:36])[CH:3]=1.[CH3:37][S:38]([OH:41])(=[O:40])=[O:39].